From a dataset of Full USPTO retrosynthesis dataset with 1.9M reactions from patents (1976-2016). Predict the reactants needed to synthesize the given product. (1) The reactants are: [N:1]1[CH:6]=[CH:5][CH:4]=[C:3]([C:7](=[CH2:11])C(O)=O)[CH:2]=1.[CH3:12][N:13]([C:15]([O:19]N1N=NC2C=CC=CC1=2)=[N+](C)C)C.F[P-](F)(F)(F)(F)F.C(N(CC)CC)C.N[C:44]1[CH:52]=[CH:51][C:47]([C:48]([OH:50])=[O:49])=[CH:46][CH:45]=1.Cl. Given the product [N:1]1[CH:6]=[CH:5][CH:4]=[C:3]([CH:7]=[CH:11][C:15]([NH:13][CH2:12][C:44]2[CH:52]=[CH:51][C:47]([C:48]([OH:50])=[O:49])=[CH:46][CH:45]=2)=[O:19])[CH:2]=1, predict the reactants needed to synthesize it. (2) Given the product [C:53]([C:43]1[C:42]2[CH:56]=[C:57]([CH:58]3[CH2:60][CH2:59]3)[C:39]([N:34]([C:31]3[CH:32]=[CH:33][C:28]([B:25]([OH:27])[OH:26])=[C:29]([Cl:61])[CH:30]=3)[S:35]([CH3:38])(=[O:36])=[O:37])=[CH:40][C:41]=2[O:45][C:44]=1[C:46]1[CH:47]=[CH:48][C:49]([Cl:52])=[CH:50][CH:51]=1)(=[O:55])[NH2:2], predict the reactants needed to synthesize it. The reactants are: C[N:2](C(ON1N=NC2C=CC=NC1=2)=[N+](C)C)C.F[P-](F)(F)(F)(F)F.[B:25]([C:28]1[CH:33]=[CH:32][C:31]([N:34]([C:39]2[C:57]([CH:58]3[CH2:60][CH2:59]3)=[CH:56][C:42]3[C:43]([C:53]([OH:55])=O)=[C:44]([C:46]4[CH:51]=[CH:50][C:49]([Cl:52])=[CH:48][CH:47]=4)[O:45][C:41]=3[CH:40]=2)[S:35]([CH3:38])(=[O:37])=[O:36])=[CH:30][C:29]=1[Cl:61])([OH:27])[OH:26].CCN(C(C)C)C(C)C.N.CO. (3) Given the product [Cl:1][C:2]1[CH:3]=[CH:4][C:5]([C:27]#[N:28])=[C:6]([C:8]2[C:13]([O:14][CH3:15])=[CH:12][N:11]([CH:16]([CH2:20][CH:21]3[CH2:23][C:22]3([F:25])[F:24])[C:17]([NH:29][C:30]3[CH:42]=[CH:41][C:33]([C:34]([O:36][C:37]([CH3:38])([CH3:39])[CH3:40])=[O:35])=[CH:32][CH:31]=3)=[O:19])[C:10](=[O:26])[CH:9]=2)[CH:7]=1, predict the reactants needed to synthesize it. The reactants are: [Cl:1][C:2]1[CH:3]=[CH:4][C:5]([C:27]#[N:28])=[C:6]([C:8]2[C:13]([O:14][CH3:15])=[CH:12][N:11]([CH:16]([CH2:20][CH:21]3[CH2:23][C:22]3([F:25])[F:24])[C:17]([OH:19])=O)[C:10](=[O:26])[CH:9]=2)[CH:7]=1.[NH2:29][C:30]1[CH:42]=[CH:41][C:33]([C:34]([O:36][C:37]([CH3:40])([CH3:39])[CH3:38])=[O:35])=[CH:32][CH:31]=1.CC(C)N=C=NC(C)C. (4) Given the product [O:1]=[C:2]1[C:11]([C:12]([OH:14])=[O:13])=[CH:10][C:9]2[C:4](=[N:5][CH:6]=[CH:7][CH:8]=2)[N:3]1[C:17]1[CH:18]=[CH:19][CH:20]=[CH:21][CH:22]=1, predict the reactants needed to synthesize it. The reactants are: [O:1]=[C:2]1[C:11]([C:12]([O:14]CC)=[O:13])=[CH:10][C:9]2[C:4](=[N:5][CH:6]=[CH:7][CH:8]=2)[N:3]1[C:17]1[CH:22]=[CH:21][CH:20]=[CH:19][CH:18]=1.C(=O)([O-])[O-].[K+].[K+].O. (5) Given the product [NH2:66][C:67]1[N:68]=[C:69]([CH3:75])[C:29]([CH2:28][CH:27]([C:3]2[C:2]([CH2:1][CH3:40])=[CH:7][CH:6]=[C:5]([NH:8][S:9]([C:12]3[CH:17]=[CH:16][CH:15]=[C:14]([CH3:18])[CH:13]=3)(=[O:11])=[O:10])[C:4]=2[O:19][CH2:20][C:21]2[CH:22]=[CH:23][CH:24]=[CH:25][CH:26]=2)[C:79]([NH2:77])=[O:80])=[CH:71][CH:72]=1, predict the reactants needed to synthesize it. The reactants are: [CH3:1][C:2]1[CH:7]=[CH:6][C:5]([NH:8][S:9]([C:12]2[CH:17]=[CH:16][CH:15]=[C:14]([CH3:18])[CH:13]=2)(=[O:11])=[O:10])=[C:4]([O:19][CH2:20][C:21]2[CH:26]=[CH:25][CH:24]=[CH:23][CH:22]=2)[C:3]=1[CH2:27][CH:28]=[CH2:29].F[P-](F)(F)(F)(F)F.N1(O[P+](N(C)C)(N(C)C)N(C)C)C2C=CC=C[C:40]=2N=N1.C(N(CC)CC)C.Cl.Cl.[NH2:66][C:67]1[CH:72]=[CH:71]C(CN)=[C:69]([CH3:75])[N:68]=1.C[N:77]([CH:79]=[O:80])C. (6) Given the product [CH3:55][C:54]1[N:50]([CH2:49][C:48]([N:45]2[CH2:44][CH2:43][CH:42]([C:39]3[S:40][CH:41]=[C:37]([NH:36][C:10]([C:3]4[C:2]([OH:1])=[C:7]([O:8][CH3:9])[CH:6]=[CH:5][N:4]=4)=[O:12])[N:38]=3)[CH2:47][CH2:46]2)=[O:60])[N:51]=[C:52]([C:56]([F:59])([F:57])[F:58])[CH:53]=1, predict the reactants needed to synthesize it. The reactants are: [OH:1][C:2]1[C:3]([C:10]([OH:12])=O)=[N:4][CH:5]=[CH:6][C:7]=1[O:8][CH3:9].C(N(CC)CC)C.C(#N)C.N=C=N.ON1C2N=CC=CC=2N=N1.[NH2:36][C:37]1[N:38]=[C:39]([CH:42]2[CH2:47][CH2:46][N:45]([C:48](=[O:60])[CH2:49][N:50]3[C:54]([CH3:55])=[CH:53][C:52]([C:56]([F:59])([F:58])[F:57])=[N:51]3)[CH2:44][CH2:43]2)[S:40][CH:41]=1. (7) Given the product [CH3:12][O:13][C:14]1[CH:15]=[C:16]([NH:17][CH:2]([C:6]2[CH:11]=[CH:10][CH:9]=[CH:8][CH:7]=2)[C:3]([OH:5])=[O:4])[CH:18]=[CH:19][CH:20]=1, predict the reactants needed to synthesize it. The reactants are: Br[CH:2]([C:6]1[CH:11]=[CH:10][CH:9]=[CH:8][CH:7]=1)[C:3]([OH:5])=[O:4].[CH3:12][O:13][C:14]1[CH:15]=[C:16]([CH:18]=[CH:19][CH:20]=1)[NH2:17]. (8) Given the product [ClH:37].[ClH:37].[CH:1]1([NH:6][C:7]2[N:12]=[C:11]([C:13]3[C:14]([C:30]4[CH:31]=[CH:32][C:33]([F:36])=[CH:34][CH:35]=4)=[N:15][N:16]4[CH:21]=[C:20]([NH2:22])[CH:19]=[CH:18][C:17]=34)[CH:10]=[CH:9][N:8]=2)[CH2:5][CH2:4][CH2:3][CH2:2]1, predict the reactants needed to synthesize it. The reactants are: [CH:1]1([NH:6][C:7]2[N:12]=[C:11]([C:13]3[C:14]([C:30]4[CH:35]=[CH:34][C:33]([F:36])=[CH:32][CH:31]=4)=[N:15][N:16]4[CH:21]=[C:20]([NH:22]C(=O)OC(C)(C)C)[CH:19]=[CH:18][C:17]=34)[CH:10]=[CH:9][N:8]=2)[CH2:5][CH2:4][CH2:3][CH2:2]1.[Cl-:37]. (9) Given the product [Cl:5][C:6]1[CH:11]=[C:10]([O:12][CH3:13])[CH:9]=[CH:8][C:7]=1[CH:14]([Cl:3])[CH3:15], predict the reactants needed to synthesize it. The reactants are: S(Cl)([Cl:3])=O.[Cl:5][C:6]1[CH:11]=[C:10]([O:12][CH3:13])[CH:9]=[CH:8][C:7]=1[CH:14](O)[CH3:15]. (10) The reactants are: C([O:3][C:4](=[O:36])[C:5]([C:8]1[CH:13]=[CH:12][C:11]([CH2:14][CH2:15][N:16]2[CH2:21][CH2:20][CH:19]([C:22]3[N:26]([CH2:27][CH2:28][O:29][CH2:30][CH3:31])[C:25]4[CH:32]=[CH:33][CH:34]=[CH:35][C:24]=4[N:23]=3)[CH2:18][CH2:17]2)=[CH:10][CH:9]=1)([CH3:7])[CH3:6])C.[OH-].[Na+].C(O)C.O. Given the product [CH2:30]([O:29][CH2:28][CH2:27][N:26]1[C:25]2[CH:32]=[CH:33][CH:34]=[CH:35][C:24]=2[N:23]=[C:22]1[CH:19]1[CH2:20][CH2:21][N:16]([CH2:15][CH2:14][C:11]2[CH:10]=[CH:9][C:8]([C:5]([CH3:6])([CH3:7])[C:4]([OH:36])=[O:3])=[CH:13][CH:12]=2)[CH2:17][CH2:18]1)[CH3:31], predict the reactants needed to synthesize it.